From a dataset of hERG Central: cardiac toxicity at 1µM, 10µM, and general inhibition. Predict hERG channel inhibition at various concentrations. The molecule is CCC(=NCCCn1ccnc1)c1c(O)n(Cc2ccccc2)c(=O)[nH]c1=O. Results: hERG_inhib (hERG inhibition (general)): blocker.